This data is from Forward reaction prediction with 1.9M reactions from USPTO patents (1976-2016). The task is: Predict the product of the given reaction. (1) Given the reactants CC1(C)[O:6][C@@H:5]([CH2:7][CH2:8][NH:9][C:10]([CH:12]2[CH:16]([C:17]3[CH:22]=[CH:21][CH:20]=[C:19]([Cl:23])[C:18]=3[F:24])[C:15]([C:27]3[CH:32]=[CH:31][C:30]([Cl:33])=[CH:29][C:28]=3[F:34])([C:25]#[N:26])[CH:14]([CH2:35][C:36]3([CH2:42][OH:43])[CH2:41][CH2:40][CH2:39][CH2:38][CH2:37]3)[NH:13]2)=[O:11])[CH2:4][O:3]1.Cl, predict the reaction product. The product is: [OH:6][C@H:5]([CH2:4][OH:3])[CH2:7][CH2:8][NH:9][C:10]([CH:12]1[CH:16]([C:17]2[CH:22]=[CH:21][CH:20]=[C:19]([Cl:23])[C:18]=2[F:24])[C:15]([C:27]2[CH:32]=[CH:31][C:30]([Cl:33])=[CH:29][C:28]=2[F:34])([C:25]#[N:26])[CH:14]([CH2:35][C:36]2([CH2:42][OH:43])[CH2:37][CH2:38][CH2:39][CH2:40][CH2:41]2)[NH:13]1)=[O:11]. (2) Given the reactants [NH2:1][C:2]1[CH:7]=[CH:6][CH:5]=[CH:4][CH:3]=1.[Li+].C[Si]([N-][Si](C)(C)C)(C)C.[CH2:18]([O:25][C:26]1[CH:31]=[CH:30][C:29]([C:32]2[C:33](=[O:40])[N:34]([CH3:39])[C:35](Cl)=[CH:36][CH:37]=2)=[CH:28][C:27]=1[F:41])[C:19]1[CH:24]=[CH:23][CH:22]=[CH:21][CH:20]=1, predict the reaction product. The product is: [CH2:18]([O:25][C:26]1[CH:31]=[CH:30][C:29]([C:32]2[C:33](=[O:40])[N:34]([CH3:39])[C:35]([NH:1][C:2]3[CH:7]=[CH:6][CH:5]=[CH:4][CH:3]=3)=[CH:36][CH:37]=2)=[CH:28][C:27]=1[F:41])[C:19]1[CH:20]=[CH:21][CH:22]=[CH:23][CH:24]=1.